This data is from Catalyst prediction with 721,799 reactions and 888 catalyst types from USPTO. The task is: Predict which catalyst facilitates the given reaction. (1) Reactant: Cl[C:2]1[CH:3]=[C:4]2[C:8](=[CH:9][CH:10]=1)[N:7]([CH3:11])[N:6]=[C:5]2[C:12]1[CH:17]=[CH:16][N:15]=[CH:14][CH:13]=1.[B:18]1([B:18]2[O:22][C:21]([CH3:24])([CH3:23])[C:20]([CH3:26])([CH3:25])[O:19]2)[O:22][C:21]([CH3:24])([CH3:23])[C:20]([CH3:26])([CH3:25])[O:19]1.CC(C1C=C(C(C)C)C(C2C=CC=CC=2P(C2CCCCC2)C2CCCCC2)=C(C(C)C)C=1)C.CC([O-])=O.[K+]. Product: [CH3:11][N:7]1[C:8]2[C:4](=[CH:3][C:2]([B:18]3[O:22][C:21]([CH3:24])([CH3:23])[C:20]([CH3:26])([CH3:25])[O:19]3)=[CH:10][CH:9]=2)[C:5]([C:12]2[CH:17]=[CH:16][N:15]=[CH:14][CH:13]=2)=[N:6]1. The catalyst class is: 318. (2) Reactant: [CH3:1][O:2][C:3]1[CH:4]=[C:5]2[C:10](=[CH:11][C:12]=1[O:13][CH3:14])[N:9]=[CH:8][N:7]=[C:6]2[O:15][C:16]1[CH:22]=[CH:21][C:19]([NH2:20])=[CH:18][CH:17]=1.C1(C)C=CC=CC=1.C(N(CC)CC)C.Cl[C:38](Cl)([O:40][C:41](=[O:47])OC(Cl)(Cl)Cl)Cl.[CH3:49][C:50]1[CH:55]=[CH:54][C:53]([CH3:56])=[CH:52][C:51]=1[S:57][CH:58](C)[CH2:59]O. Product: [CH3:1][O:2][C:3]1[CH:4]=[C:5]2[C:10](=[CH:11][C:12]=1[O:13][CH3:14])[N:9]=[CH:8][N:7]=[C:6]2[O:15][C:16]1[CH:22]=[CH:21][C:19]([NH:20][C:41](=[O:47])[O:40][CH2:38][CH2:59][CH2:58][S:57][C:51]2[CH:52]=[C:53]([CH3:56])[CH:54]=[CH:55][C:50]=2[CH3:49])=[CH:18][CH:17]=1. The catalyst class is: 2. (3) Reactant: [F:1][C:2]([F:33])([F:32])[C:3]([N:5]1[CH2:10][CH2:9][CH:8]([CH2:11][O:12][C:13]2[CH:22]=[C:21]3[C:16]([CH:17]([C:24]4[CH:29]=[CH:28][C:27]([O:30][CH3:31])=[CH:26][CH:25]=4)[CH2:18][N:19]([CH3:23])[CH2:20]3)=[CH:15][CH:14]=2)[CH2:7][CH2:6]1)=O.[H-].[H-].[H-].[H-].[Li+].[Al+3].[NH4+].[Cl-]. Product: [CH3:31][O:30][C:27]1[CH:26]=[CH:25][C:24]([CH:17]2[C:16]3[C:21](=[CH:22][C:13]([O:12][CH2:11][CH:8]4[CH2:9][CH2:10][N:5]([CH2:3][C:2]([F:33])([F:1])[F:32])[CH2:6][CH2:7]4)=[CH:14][CH:15]=3)[CH2:20][N:19]([CH3:23])[CH2:18]2)=[CH:29][CH:28]=1. The catalyst class is: 464.